From a dataset of Peptide-MHC class I binding affinity with 185,985 pairs from IEDB/IMGT. Regression. Given a peptide amino acid sequence and an MHC pseudo amino acid sequence, predict their binding affinity value. This is MHC class I binding data. (1) The peptide sequence is GGILPWTKI. The MHC is HLA-A24:02 with pseudo-sequence HLA-A24:02. The binding affinity (normalized) is 0. (2) The binding affinity (normalized) is 0.771. The MHC is HLA-A68:01 with pseudo-sequence HLA-A68:01. The peptide sequence is SMFWDGMDY.